Dataset: Reaction yield outcomes from USPTO patents with 853,638 reactions. Task: Predict the reaction yield, written as a fraction of the theoretical maximum amount of product (1.0 means a 100% yield; for example, 0.34 means a 34% yield). (1) The reactants are [Cl:1][C:2]1[CH:7]=[CH:6][C:5]([C:8]2[O:12][C:11]([CH3:14])([CH3:13])[C:10](=[O:15])[CH:9]=2)=[CH:4][CH:3]=1.C1C(=O)N([Br:23])C(=O)C1. The catalyst is C(Cl)(Cl)Cl.C(Cl)Cl. The product is [Br:23][C:9]1[C:10](=[O:15])[C:11]([CH3:13])([CH3:14])[O:12][C:8]=1[C:5]1[CH:6]=[CH:7][C:2]([Cl:1])=[CH:3][CH:4]=1. The yield is 0.510. (2) The reactants are [NH2:1][C:2]1[CH:7]=[C:6]([Cl:8])[CH:5]=[CH:4][C:3]=1[NH:9][C:10]1[CH:18]=[CH:17][CH:16]=[CH:15][C:11]=1[C:12](O)=[O:13].C1(OC2C=CC=CC=2)C=CC=CC=1. No catalyst specified. The product is [Cl:8][C:6]1[CH:5]=[CH:4][C:3]2[NH:9][C:10]3[CH:18]=[CH:17][CH:16]=[CH:15][C:11]=3[C:12](=[O:13])[NH:1][C:2]=2[CH:7]=1. The yield is 0.760. (3) The reactants are [C:1]([O:5][C:6](=[O:18])[CH2:7][CH2:8][NH:9][C:10]1[CH:15]=[CH:14][C:13]([Cl:16])=[C:12]([Cl:17])[CH:11]=1)([CH3:4])([CH3:3])[CH3:2].Br[CH2:20][C:21]([O:23][CH3:24])=[O:22].N1C(C)=CC=CC=1C. The catalyst is CC#N. The product is [C:1]([O:5][C:6](=[O:18])[CH2:7][CH2:8][N:9]([C:10]1[CH:15]=[CH:14][C:13]([Cl:16])=[C:12]([Cl:17])[CH:11]=1)[CH2:20][C:21]([O:23][CH3:24])=[O:22])([CH3:4])([CH3:2])[CH3:3]. The yield is 0.710. (4) The reactants are [N+:1]([C:4]1[CH:5]=[C:6]([C:10]2[S:14][C:13]([N:15]3[CH2:20][CH2:19][CH:18]([C:21]([O:23][CH2:24][CH3:25])=[O:22])[CH2:17][CH2:16]3)=[N:12][CH:11]=2)[CH:7]=[CH:8][CH:9]=1)([O-])=O. The catalyst is C(OCC)(=O)C.C(O)(=O)C.[Pd]. The product is [NH2:1][C:4]1[CH:5]=[C:6]([C:10]2[S:14][C:13]([N:15]3[CH2:20][CH2:19][CH:18]([C:21]([O:23][CH2:24][CH3:25])=[O:22])[CH2:17][CH2:16]3)=[N:12][CH:11]=2)[CH:7]=[CH:8][CH:9]=1. The yield is 0.870. (5) The reactants are Br[C:2]1[CH:3]=[C:4]([CH:7]=[O:8])[O:5][CH:6]=1.[C:9]1(B(O)O)[CH:14]=[CH:13][CH:12]=[CH:11][CH:10]=1.C([O-])([O-])=O.[Na+].[Na+].O. The catalyst is C1(C)C=CC=CC=1.CCO.C1C=CC([P]([Pd]([P](C2C=CC=CC=2)(C2C=CC=CC=2)C2C=CC=CC=2)([P](C2C=CC=CC=2)(C2C=CC=CC=2)C2C=CC=CC=2)[P](C2C=CC=CC=2)(C2C=CC=CC=2)C2C=CC=CC=2)(C2C=CC=CC=2)C2C=CC=CC=2)=CC=1. The product is [C:9]1([C:2]2[CH:3]=[C:4]([CH:7]=[O:8])[O:5][CH:6]=2)[CH:14]=[CH:13][CH:12]=[CH:11][CH:10]=1. The yield is 0.970. (6) The yield is 0.870. The catalyst is ClCCl. The product is [Cl:56][C:57]1[CH:58]=[CH:59][C:60]([C:63]2[N:65]=[C:9]([C:8]3[CH:7]=[CH:6][C:5]([CH2:1][CH:2]([CH3:3])[CH3:4])=[CH:13][CH:12]=3)[O:11][N:64]=2)=[CH:61][N:62]=1. The reactants are [CH2:1]([C:5]1[CH:13]=[CH:12][C:8]([C:9]([OH:11])=O)=[CH:7][CH:6]=1)[CH:2]([CH3:4])[CH3:3].C1CN([P+](ON2N=NC3C=CC=CC2=3)(N2CCCC2)N2CCCC2)CC1.F[P-](F)(F)(F)(F)F.C(N(C(C)C)CC)(C)C.[Cl:56][C:57]1[N:62]=[CH:61][C:60]([C:63](=[N:65]O)[NH2:64])=[CH:59][CH:58]=1.CCCC[N+](CCCC)(CCCC)CCCC.[F-].